The task is: Predict the product of the given reaction.. This data is from Forward reaction prediction with 1.9M reactions from USPTO patents (1976-2016). (1) Given the reactants C(O)(C(F)(F)F)=O.C([O:12][C:13]([CH:15]1[CH2:20][CH2:19][N:18]([C:21]2[C:32]([C:33]#[N:34])=[CH:31][C:24]([C:25]([O:27][CH:28]([CH3:30])[CH3:29])=[O:26])=[C:23]([C:35]#[N:36])[N:22]=2)[CH2:17][CH2:16]1)=[O:14])(C)(C)C, predict the reaction product. The product is: [C:33]([C:32]1[C:21]([N:18]2[CH2:17][CH2:16][CH:15]([C:13]([OH:14])=[O:12])[CH2:20][CH2:19]2)=[N:22][C:23]([C:35]#[N:36])=[C:24]([C:25]([O:27][CH:28]([CH3:30])[CH3:29])=[O:26])[CH:31]=1)#[N:34]. (2) The product is: [C:11]1([CH:7]([C:1]2[CH:2]=[CH:3][CH:4]=[CH:5][CH:6]=2)[CH2:8][CH2:9][NH:10][C:36](=[O:37])[CH2:35][N:19]2[CH2:20][CH2:21][C:22]([C:23]3[CH:28]=[CH:27][CH:26]=[CH:25][CH:24]=3)([C:29]3[CH:34]=[CH:33][CH:32]=[CH:31][CH:30]=3)[C:18]2=[O:17])[CH:12]=[CH:13][CH:14]=[CH:15][CH:16]=1. Given the reactants [C:1]1([CH:7]([C:11]2[CH:16]=[CH:15][CH:14]=[CH:13][CH:12]=2)[CH2:8][CH2:9][NH2:10])[CH:6]=[CH:5][CH:4]=[CH:3][CH:2]=1.[O:17]=[C:18]1[C:22]([C:29]2[CH:34]=[CH:33][CH:32]=[CH:31][CH:30]=2)([C:23]2[CH:28]=[CH:27][CH:26]=[CH:25][CH:24]=2)[CH2:21][CH2:20][N:19]1[CH2:35][C:36](O)=[O:37].Cl.C(N=C=NCCCN(C)C)C, predict the reaction product. (3) Given the reactants [N:1]1([CH2:6][CH2:7][O:8][C:9]2[CH:10]=[C:11]([NH2:19])[CH:12]=[CH:13][C:14]=2[C:15]([F:18])([F:17])[F:16])[CH2:5][CH2:4][CH2:3][CH2:2]1.[Cl:20][C:21]1[C:26]([C:27](Cl)=[O:28])=[CH:25][CH:24]=[CH:23][N:22]=1.C(N1CCC(OC2C=C(C(F)(F)F)C=C(NC(C3C(Cl)=NC=CC=3)=O)C=2)CC1)(OC(C)(C)C)=O, predict the reaction product. The product is: [Cl:20][C:21]1[N:22]=[CH:23][CH:24]=[CH:25][C:26]=1[C:27]([NH:19][C:11]1[CH:12]=[CH:13][C:14]([C:15]([F:17])([F:18])[F:16])=[C:9]([O:8][CH2:7][CH2:6][N:1]2[CH2:5][CH2:4][CH2:3][CH2:2]2)[CH:10]=1)=[O:28]. (4) Given the reactants [C:1]([C:3]1[CH:8]=[C:7]([CH3:9])[CH:6]=[CH:5][C:4]=1[C:10]1[CH:15]=[C:14]([CH:16]([OH:21])[C:17]([F:20])([F:19])[F:18])[CH:13]=[C:12]([C:22]([OH:24])=O)[CH:11]=1)#[N:2].Cl.Cl.[CH3:27][C:28]1[N:33]=[CH:32][C:31]([C@H:34]([NH2:36])[CH3:35])=[CH:30][CH:29]=1.F[P-](F)(F)(F)(F)F.C[N+](C)=C(N(C)C)ON1C2N=CC=CC=2N=N1.C(N(CC)C(C)C)(C)C, predict the reaction product. The product is: [C:1]([C:3]1[CH:8]=[C:7]([CH3:9])[CH:6]=[CH:5][C:4]=1[C:10]1[CH:15]=[C:14]([CH:16]([OH:21])[C:17]([F:19])([F:18])[F:20])[CH:13]=[C:12]([C:22]([NH:36][C@@H:34]([C:31]2[CH:32]=[N:33][C:28]([CH3:27])=[CH:29][CH:30]=2)[CH3:35])=[O:24])[CH:11]=1)#[N:2]. (5) Given the reactants [NH2:1][C:2]1[N:7]=[CH:6][C:5]([C:8]#N)=[CH:4][CH:3]=1.[H-].C([Al+]CC(C)C)C(C)C.Cl.[OH-:21].[Na+], predict the reaction product. The product is: [NH2:1][C:2]1[N:7]=[CH:6][C:5]([CH:8]=[O:21])=[CH:4][CH:3]=1. (6) Given the reactants [NH2:1][CH:2]([C:10]([OH:12])=[O:11])[CH2:3][C:4]1[CH:9]=[CH:8][CH:7]=[CH:6][CH:5]=1.[CH3:13][CH2:14][CH2:15][CH2:16][CH2:17][CH2:18][CH2:19][CH2:20][CH2:21][CH2:22][CH:23](O)[CH3:24].CC1C=CC(S(O)(=O)=O)=CC=1, predict the reaction product. The product is: [NH2:1][CH:2]([CH2:3][C:4]1[CH:9]=[CH:8][CH:7]=[CH:6][CH:5]=1)[C:10]([O:12][CH2:24][CH2:23][CH2:22][CH2:21][CH2:20][CH2:19][CH2:18][CH2:17][CH2:16][CH2:15][CH2:14][CH3:13])=[O:11]. (7) Given the reactants [Cl:1][C:2]1[CH:3]=[C:4]2[C:8](=[CH:9][CH:10]=1)[N:7]([S:11]([C:14]1[CH:15]=[C:16]([CH:20]=[CH:21][CH:22]=1)[C:17]([OH:19])=O)(=[O:13])=[O:12])[CH2:6][CH2:5]2.CN(C=O)C.C(Cl)(=O)C(Cl)=O.[NH2:34][C:35]1[CH:42]=[CH:41][C:40]([Br:43])=[CH:39][C:36]=1[CH:37]=[O:38], predict the reaction product. The product is: [Br:43][C:40]1[CH:41]=[CH:42][C:35]([NH:34][C:17](=[O:19])[C:16]2[CH:20]=[CH:21][CH:22]=[C:14]([S:11]([N:7]3[C:8]4[C:4](=[CH:3][C:2]([Cl:1])=[CH:10][CH:9]=4)[CH2:5][CH2:6]3)(=[O:12])=[O:13])[CH:15]=2)=[C:36]([CH:37]=[O:38])[CH:39]=1. (8) Given the reactants [Cl:1][C:2]1[C:7]([Cl:8])=[CH:6][CH:5]=[CH:4][C:3]=1[S:9]([N:12]([C:21]1[C:26]([O:27][CH3:28])=[N:25][C:24]([S:29][CH2:30][Si](C)(C)C)=[CH:23][N:22]=1)[CH2:13][O:14][CH2:15][CH2:16][Si:17]([CH3:20])([CH3:19])[CH3:18])(=[O:11])=[O:10].[O:35]1[CH:39]=[CH:38][N:37]=[C:36]1[CH:40]=[O:41].[F-].C([N+](CCCC)(CCCC)CCCC)CCC, predict the reaction product. The product is: [Cl:1][C:2]1[C:7]([Cl:8])=[CH:6][CH:5]=[CH:4][C:3]=1[S:9]([N:12]([C:21]1[C:26]([O:27][CH3:28])=[N:25][C:24]([S:29][CH2:30][CH:40]([OH:41])[C:36]2[O:35][CH:39]=[CH:38][N:37]=2)=[CH:23][N:22]=1)[CH2:13][O:14][CH2:15][CH2:16][Si:17]([CH3:18])([CH3:19])[CH3:20])(=[O:10])=[O:11]. (9) Given the reactants [OH:1][CH2:2][C:3]1[CH:11]=[C:10]2[C:6]([CH:7]([S:13][CH3:14])[C:8](=[O:12])[NH:9]2)=[CH:5][CH:4]=1.[Si:15](Cl)([C:18]([CH3:21])([CH3:20])[CH3:19])([CH3:17])[CH3:16].N1C=CN=C1, predict the reaction product. The product is: [CH3:14][S:13][CH:7]1[C:6]2[C:10](=[CH:11][C:3]([CH2:2][O:1][Si:15]([C:18]([CH3:21])([CH3:20])[CH3:19])([CH3:17])[CH3:16])=[CH:4][CH:5]=2)[NH:9][C:8]1=[O:12].